Dataset: Full USPTO retrosynthesis dataset with 1.9M reactions from patents (1976-2016). Task: Predict the reactants needed to synthesize the given product. Given the product [C:11]([C:15]1[N:20]=[C:19]([O:21][CH3:22])[C:18]([CH:23]([NH:25][C:38](=[O:39])[CH2:37][N:34]2[C:33]3[C:28]([C:26]#[N:27])=[CH:29][CH:30]=[CH:31][C:32]=3[N:36]=[CH:35]2)[CH3:24])=[CH:17][CH:16]=1)([CH3:14])([CH3:12])[CH3:13], predict the reactants needed to synthesize it. The reactants are: CC1N=CC=CC=1C(N)=O.[C:11]([C:15]1[N:20]=[C:19]([O:21][CH3:22])[C:18]([CH:23]([NH2:25])[CH3:24])=[CH:17][CH:16]=1)([CH3:14])([CH3:13])[CH3:12].[C:26]([C:28]1[C:33]2[N:34]([CH2:37][C:38](O)=[O:39])[CH:35]=[N:36][C:32]=2[CH:31]=[CH:30][CH:29]=1)#[N:27].CN(C(ON1N=NC2C=CC=NC1=2)=[N+](C)C)C.F[P-](F)(F)(F)(F)F.CCN(C(C)C)C(C)C.